The task is: Predict the product of the given reaction.. This data is from Forward reaction prediction with 1.9M reactions from USPTO patents (1976-2016). (1) Given the reactants [C:1]([NH:4][C:5]1[CH:10]=[C:9]([Cl:11])[CH:8]=[CH:7][C:6]=1/[CH:12]=[CH:13]/[C:14]([OH:16])=O)(=[O:3])[CH3:2].[Cl:17][C:18]1[CH:31]=[CH:30][C:21]([CH2:22][N:23]2[CH2:28][CH2:27][NH:26][CH:25]([CH3:29])[CH2:24]2)=[CH:20][CH:19]=1.CCN=C=NCCCN(C)C.C1C=CC2N(O)N=NC=2C=1, predict the reaction product. The product is: [Cl:11][C:9]1[CH:8]=[CH:7][C:6](/[CH:12]=[CH:13]/[C:14]([N:26]2[CH2:27][CH2:28][N:23]([CH2:22][C:21]3[CH:30]=[CH:31][C:18]([Cl:17])=[CH:19][CH:20]=3)[CH2:24][CH:25]2[CH3:29])=[O:16])=[C:5]([NH:4][C:1](=[O:3])[CH3:2])[CH:10]=1. (2) Given the reactants [C:1]([O:5][C:6]([N:8]1[CH2:13][CH2:12][C:11]([NH:18][C:19]2[CH:24]=[CH:23][CH:22]=[C:21]([N+:25]([O-])=O)[CH:20]=2)([C:14]([O:16][CH3:17])=[O:15])[CH2:10][CH2:9]1)=[O:7])([CH3:4])([CH3:3])[CH3:2], predict the reaction product. The product is: [NH2:25][C:21]1[CH:20]=[C:19]([NH:18][C:11]2([C:14]([O:16][CH3:17])=[O:15])[CH2:12][CH2:13][N:8]([C:6]([O:5][C:1]([CH3:2])([CH3:3])[CH3:4])=[O:7])[CH2:9][CH2:10]2)[CH:24]=[CH:23][CH:22]=1.